This data is from Full USPTO retrosynthesis dataset with 1.9M reactions from patents (1976-2016). The task is: Predict the reactants needed to synthesize the given product. (1) Given the product [CH:1]1[C:11]2[CH2:10][CH2:9][C:8]3[CH:12]=[CH:13][CH:14]=[CH:15][C:7]=3[N:6]([CH:27]3[CH2:28][CH2:29][CH2:30][C:25](=[O:31])[CH2:26]3)[C:5]=2[CH:4]=[CH:3][CH:2]=1, predict the reactants needed to synthesize it. The reactants are: [CH:1]1[C:11]2[CH2:10][CH2:9][C:8]3[CH:12]=[CH:13][CH:14]=[CH:15][C:7]=3[NH:6][C:5]=2[CH:4]=[CH:3][CH:2]=1.B(F)(F)F.O(CC)CC.[C:25]1(=[O:31])[CH2:30][CH2:29][CH2:28][CH:27]=[CH:26]1. (2) Given the product [CH:2]([C:3]1[C:4]2[NH:5][C:6]3[C:11](=[CH:10][CH:9]=[CH:8][CH:7]=3)[S:12][C:13]=2[CH:14]=[CH:15][CH:2]=1)([CH2:3][CH3:4])[CH3:15], predict the reactants needed to synthesize it. The reactants are: Cl[C:2]1[CH:15]=[CH:14][C:13]2[S:12][C:11]3[C:6](=[CH:7][CH:8]=[CH:9][CH:10]=3)[NH:5][C:4]=2[CH:3]=1.